This data is from TCR-epitope binding with 47,182 pairs between 192 epitopes and 23,139 TCRs. The task is: Binary Classification. Given a T-cell receptor sequence (or CDR3 region) and an epitope sequence, predict whether binding occurs between them. (1) The epitope is YFPLQSYGF. The TCR CDR3 sequence is CASSFFPGELFF. Result: 1 (the TCR binds to the epitope). (2) The epitope is ATDALMTGY. The TCR CDR3 sequence is CASSEDYYEQYF. Result: 0 (the TCR does not bind to the epitope). (3) The epitope is GTSGSPIINR. The TCR CDR3 sequence is CASSQEGGGDGQPQHF. Result: 0 (the TCR does not bind to the epitope). (4) The epitope is ILGLPTQTV. The TCR CDR3 sequence is CASSLGASGSYEQYF. Result: 1 (the TCR binds to the epitope). (5) The epitope is LEPLVDLPI. The TCR CDR3 sequence is CASSPQRNTEAFF. Result: 0 (the TCR does not bind to the epitope). (6) The epitope is IVTDFSVIK. The TCR CDR3 sequence is CASSQARHEQYF. Result: 1 (the TCR binds to the epitope). (7) The epitope is PROT_97E67BCC. The TCR CDR3 sequence is CASRFGTSGGELFF. Result: 1 (the TCR binds to the epitope). (8) The epitope is LLFNKVTLA. The TCR CDR3 sequence is CASSGGQAENQPQHF. Result: 0 (the TCR does not bind to the epitope). (9) Result: 1 (the TCR binds to the epitope). The epitope is FTISVTTEIL. The TCR CDR3 sequence is CASSPQGQGGEQFF.